The task is: Predict the reaction yield, written as a fraction of the theoretical maximum amount of product (1.0 means a 100% yield; for example, 0.34 means a 34% yield).. This data is from Reaction yield outcomes from USPTO patents with 853,638 reactions. (1) The reactants are [O:1]1[C:3]2([CH2:8][CH2:7][N:6]([C:9]3[CH:14]=[CH:13][C:12]([N:15]4[CH2:19][C@H:18]([CH2:20][NH:21][C:22](=[O:24])[CH3:23])[O:17][C:16]4=[O:25])=[CH:11][C:10]=3[F:26])[CH2:5][CH2:4]2)[CH2:2]1.B(F)(F)F.[NH:31]1[CH:35]=[CH:34][N:33]=[CH:32]1. The catalyst is CN(C)C=O. The product is [NH:31]1[CH:35]=[CH:34][N:33]=[C:32]1[CH2:2][C:3]1([OH:1])[CH2:4][CH2:5][N:6]([C:9]2[CH:14]=[CH:13][C:12]([N:15]3[CH2:19][C@H:18]([CH2:20][NH:21][C:22](=[O:24])[CH3:23])[O:17][C:16]3=[O:25])=[CH:11][C:10]=2[F:26])[CH2:7][CH2:8]1. The yield is 0.660. (2) The reactants are [F:1][C:2]1[CH:7]=[CH:6][CH:5]=[CH:4][C:3]=1[N:8]1[C:16]2[C:11](=[C:12]([N:17]3[CH2:24][C@H:23]4[C@H:19]([CH2:20][NH:21][CH2:22]4)[C:18]3=[O:25])[CH:13]=[CH:14][CH:15]=2)[CH:10]=[N:9]1.[NH2:26][C:27](=[O:32])[CH2:28][C:29](O)=[O:30].C(N(C(C)C)C(C)C)C.F[P-](F)(F)(F)(F)F.CN(C(N1C2C(=NC=CC=2)[N+]([O-])=N1)=[N+](C)C)C. The yield is 0.380. The catalyst is O1CCCC1. The product is [F:1][C:2]1[CH:7]=[CH:6][CH:5]=[CH:4][C:3]=1[N:8]1[C:16]2[C:11](=[C:12]([N:17]3[C:18](=[O:25])[C@H:19]4[CH2:20][N:21]([C:29](=[O:30])[CH2:28][C:27]([NH2:26])=[O:32])[CH2:22][C@H:23]4[CH2:24]3)[CH:13]=[CH:14][CH:15]=2)[CH:10]=[N:9]1.